From a dataset of Reaction yield outcomes from USPTO patents with 853,638 reactions. Predict the reaction yield, written as a fraction of the theoretical maximum amount of product (1.0 means a 100% yield; for example, 0.34 means a 34% yield). (1) The reactants are [CH2:1]([O:8][C:9]1[C:10]2[N:11]([N:15]=[C:16]([NH2:18])[N:17]=2)[CH:12]=[CH:13][CH:14]=1)[C:2]1[CH:7]=[CH:6][CH:5]=[CH:4][CH:3]=1.Br[C:20]1[CH:25]=[CH:24][C:23]([N:26]2[CH:30]=[C:29]([CH3:31])[N:28]=[CH:27]2)=[C:22]([O:32][CH3:33])[CH:21]=1.C(Cl)Cl. The catalyst is C(Cl)Cl.CO. The product is [CH2:1]([O:8][C:9]1[C:10]2[N:11]([N:15]=[C:16]([NH:18][C:20]3[CH:25]=[CH:24][C:23]([N:26]4[CH:30]=[C:29]([CH3:31])[N:28]=[CH:27]4)=[C:22]([O:32][CH3:33])[CH:21]=3)[N:17]=2)[CH:12]=[CH:13][CH:14]=1)[C:2]1[CH:7]=[CH:6][CH:5]=[CH:4][CH:3]=1. The yield is 0.500. (2) The reactants are [C:1]([C:3]1[CH:4]=[C:5]2[C:10](=[CH:11][CH:12]=1)[N:9]=[C:8]([C:13]([NH:15][CH2:16][C:17]1[CH:22]=[CH:21][CH:20]=[C:19]([CH2:23][NH:24][C:25]([C:27]3[N:31]=[CH:30][N:29](C(C4C=CC=CC=4)(C4C=CC=CC=4)C4C=CC=CC=4)[N:28]=3)=[O:26])[CH:18]=1)=[O:14])[NH:7][C:6]2=[O:51])#[N:2].C([SiH](CC)CC)C.FC(F)(F)C(O)=O. The catalyst is ClCCl. The product is [C:1]([C:3]1[CH:4]=[C:5]2[C:10](=[CH:11][CH:12]=1)[N:9]=[C:8]([C:13]([NH:15][CH2:16][C:17]1[CH:22]=[CH:21][CH:20]=[C:19]([CH2:23][NH:24][C:25]([C:27]3[N:31]=[CH:30][NH:29][N:28]=3)=[O:26])[CH:18]=1)=[O:14])[NH:7][C:6]2=[O:51])#[N:2]. The yield is 0.420. (3) The reactants are Cl.[CH3:2][O:3][C:4]1[C:9]2[N:10]=[C:11]([C:13]3[NH:22][C:16]4[CH2:17][CH2:18][NH:19][CH2:20][CH2:21][C:15]=4[N:14]=3)[S:12][C:8]=2[C:7]([N:23]2[CH2:28][CH2:27][O:26][CH2:25][CH2:24]2)=[CH:6][CH:5]=1.C(N(C(C)C)C(C)C)C.Cl.[CH3:39][C:40]1[CH:41]=[C:42]([CH:46]=[CH:47][N:48]=1)[C:43](Cl)=[O:44]. The catalyst is O1CCCC1. The product is [CH3:2][O:3][C:4]1[C:9]2[N:10]=[C:11]([C:13]3[NH:22][C:16]4[CH2:17][CH2:18][N:19]([C:43]([C:42]5[CH:46]=[CH:47][N:48]=[C:40]([CH3:39])[CH:41]=5)=[O:44])[CH2:20][CH2:21][C:15]=4[N:14]=3)[S:12][C:8]=2[C:7]([N:23]2[CH2:24][CH2:25][O:26][CH2:27][CH2:28]2)=[CH:6][CH:5]=1. The yield is 0.500. (4) The reactants are [Cl:1][C:2]1[CH:3]=[C:4]([C:8]2[C:13]([O:14][CH3:15])=[CH:12][CH:11]=[C:10]([CH2:16][OH:17])[C:9]=2[F:18])[CH:5]=[CH:6][CH:7]=1.N1C=CC=CC=1.Cl[C:26]([O:28][CH3:29])=[O:27]. The catalyst is O1CCCC1. The product is [CH3:29][O:28][C:26](=[O:27])[O:17][CH2:16][C:10]1[C:9]([F:18])=[C:8]([C:4]2[CH:5]=[CH:6][CH:7]=[C:2]([Cl:1])[CH:3]=2)[C:13]([O:14][CH3:15])=[CH:12][CH:11]=1. The yield is 1.00.